The task is: Predict the reactants needed to synthesize the given product.. This data is from Full USPTO retrosynthesis dataset with 1.9M reactions from patents (1976-2016). (1) The reactants are: [O:1]1[CH:5]=[CH:4][CH:3]=[C:2]1[C:6]1[N:11]=[C:10]2[NH:12][N:13]=[CH:14][C:9]2=[CH:8][C:7]=1[C:15]1[CH:20]=[CH:19][N:18]=[C:17](S(C)(=O)=O)[N:16]=1.[CH:25]1([OH:31])[CH2:30][CH2:29][CH2:28][CH2:27][CH2:26]1.[H-].[Na+].Cl. Given the product [CH:25]1([O:31][C:17]2[N:16]=[C:15]([C:7]3[CH:8]=[C:9]4[CH:14]=[N:13][NH:12][C:10]4=[N:11][C:6]=3[C:2]3[O:1][CH:5]=[CH:4][CH:3]=3)[CH:20]=[CH:19][N:18]=2)[CH2:30][CH2:29][CH2:28][CH2:27][CH2:26]1, predict the reactants needed to synthesize it. (2) Given the product [CH:1]1([O:7][C:11]2[N:16]3[N:17]=[C:18]([NH2:20])[N:19]=[C:15]3[CH:14]=[CH:13][CH:12]=2)[CH2:6][CH2:5][CH2:4][CH2:3][CH2:2]1, predict the reactants needed to synthesize it. The reactants are: [CH:1]1([OH:7])[CH2:6][CH2:5][CH2:4][CH2:3][CH2:2]1.[H-].[Na+].Cl[C:11]1[N:16]2[N:17]=[C:18]([NH2:20])[N:19]=[C:15]2[CH:14]=[CH:13][CH:12]=1. (3) Given the product [CH3:1][O:2][C:3]1[CH:8]=[CH:7][CH:6]=[C:5]([O:9][CH3:10])[C:4]=1[B:28]([OH:29])[OH:27], predict the reactants needed to synthesize it. The reactants are: [CH3:1][O:2][C:3]1[CH:8]=[CH:7][CH:6]=[C:5]([O:9][CH3:10])[CH:4]=1.C([Li])CCC.CN(C)CCN(C)C.C([O:27][B:28](OC(C)C)[O:29]C(C)C)(C)C.Cl. (4) Given the product [F:49][C:50]([F:55])([F:54])[C:51]([OH:53])=[O:52].[NH2:7][CH2:8][C:9]1[CH:10]=[CH:11][C:12]([C:15]([NH:16][C:17]2[CH:18]=[CH:19][C:20]([NH:23][C:24]3[N:29]4[N:30]=[CH:31][CH:32]=[C:28]4[CH:27]=[C:26]([C:33]4[CH:34]=[C:35]([C:39]5[CH:44]=[CH:43][C:42]([O:45][CH3:46])=[CH:41][CH:40]=5)[CH:36]=[CH:37][CH:38]=4)[N:25]=3)=[CH:21][CH:22]=2)=[O:47])=[CH:13][CH:14]=1, predict the reactants needed to synthesize it. The reactants are: C(OC(=O)[NH:7][CH2:8][C:9]1[CH:14]=[CH:13][C:12]([C:15](=[O:47])[NH:16][C:17]2[CH:22]=[CH:21][C:20]([NH:23][C:24]3[N:29]4[N:30]=[CH:31][CH:32]=[C:28]4[CH:27]=[C:26]([C:33]4[CH:34]=[C:35]([C:39]5[CH:44]=[CH:43][C:42]([O:45][CH3:46])=[CH:41][CH:40]=5)[CH:36]=[CH:37][CH:38]=4)[N:25]=3)=[CH:19][CH:18]=2)=[CH:11][CH:10]=1)(C)(C)C.[F:49][C:50]([F:55])([F:54])[C:51]([OH:53])=[O:52]. (5) Given the product [C:1]([O:5][C:6]([N:8]1[CH2:9][CH2:10][CH:11]([N:14]([CH2:15][CH2:16][O:17][CH3:18])[C:21](=[O:22])[C:20]([F:31])([F:30])[F:19])[CH2:12][CH2:13]1)=[O:7])([CH3:4])([CH3:3])[CH3:2], predict the reactants needed to synthesize it. The reactants are: [C:1]([O:5][C:6]([N:8]1[CH2:13][CH2:12][CH:11]([NH:14][CH2:15][CH2:16][O:17][CH3:18])[CH2:10][CH2:9]1)=[O:7])([CH3:4])([CH3:3])[CH3:2].[F:19][C:20]([F:31])([F:30])[C:21](O[C:21](=[O:22])[C:20]([F:31])([F:30])[F:19])=[O:22].